Dataset: Reaction yield outcomes from USPTO patents with 853,638 reactions. Task: Predict the reaction yield, written as a fraction of the theoretical maximum amount of product (1.0 means a 100% yield; for example, 0.34 means a 34% yield). (1) The yield is 0.730. The product is [C:1]([C:5]1[NH:6][C:7]2[C:12]([CH:13]=1)=[CH:11][C:10]([N+:14]([O-:16])=[O:15])=[CH:9][C:8]=2[CH2:17][OH:18])([CH3:4])([CH3:2])[CH3:3]. The catalyst is O. The reactants are [C:1]([C:5]1[NH:6][C:7]2[C:12]([CH:13]=1)=[CH:11][C:10]([N+:14]([O-:16])=[O:15])=[CH:9][C:8]=2[C:17](OC)=[O:18])([CH3:4])([CH3:3])[CH3:2].ClCCl.CC(C[AlH]CC(C)C)C. (2) The product is [Br:1][C:2]1[CH:35]=[C:34]([F:36])[C:5]([NH:6][C:7]2[C:16]3[C:11](=[CH:12][C:13]([O:19][CH2:20][CH:21]4[CH2:26][CH2:25][NH:24][CH2:23][CH2:22]4)=[C:14]([O:17][CH3:18])[CH:15]=3)[N:10]=[CH:9][N:8]=2)=[C:4]([F:37])[CH:3]=1. The reactants are [Br:1][C:2]1[CH:35]=[C:34]([F:36])[C:5]([NH:6][C:7]2[C:16]3[C:11](=[CH:12][C:13]([O:19][CH2:20][CH:21]4[CH2:26][CH2:25][N:24](C(OC(C)(C)C)=O)[CH2:23][CH2:22]4)=[C:14]([O:17][CH3:18])[CH:15]=3)[N:10]=[CH:9][N:8]=2)=[C:4]([F:37])[CH:3]=1.C(O)(C(F)(F)F)=O. The catalyst is C(Cl)Cl. The yield is 0.230. (3) The reactants are [CH3:1][O:2][C:3]([C:5]1[C:10]([NH:11][C:12]2[CH:17]=[CH:16][C:15]([I:18])=[CH:14][C:13]=2[F:19])=[N:9][C:8]([CH2:20][NH:21][CH:22]=O)=[CH:7][N:6]=1)=[O:4].P(Cl)(Cl)(Cl)=O. The catalyst is C1(C)C=CC=CC=1. The product is [CH3:1][O:2][C:3]([C:5]1[N:6]=[CH:7][C:8]2[N:9]([CH:22]=[N:21][CH:20]=2)[C:10]=1[NH:11][C:12]1[CH:17]=[CH:16][C:15]([I:18])=[CH:14][C:13]=1[F:19])=[O:4]. The yield is 0.413. (4) The reactants are [CH3:1][O:2][CH2:3][CH2:4][O:5][CH2:6][C:7]1[S:8][CH:9]=[C:10]([C:12](OCC)=[O:13])[N:11]=1.[H-].[Al+3].[Li+].[H-].[H-].[H-].O. The catalyst is CCOCC.C(OCC)(=O)C. The product is [CH3:1][O:2][CH2:3][CH2:4][O:5][CH2:6][C:7]1[S:8][CH:9]=[C:10]([CH2:12][OH:13])[N:11]=1. The yield is 0.190. (5) The reactants are [Cl:1][C:2]1[CH:7]=[CH:6][C:5]([CH2:8][OH:9])=[CH:4][C:3]=1[O:10][CH3:11]. The catalyst is C1C=CC=CC=1.O=[Mn]=O. The product is [Cl:1][C:2]1[CH:7]=[CH:6][C:5]([CH:8]=[O:9])=[CH:4][C:3]=1[O:10][CH3:11]. The yield is 0.890. (6) The reactants are C([O:4][CH:5]1[C:6]([O:54][CH:55]([O:57][CH2:58][CH3:59])[CH3:56])([CH3:53])[CH2:7][CH2:8][CH:9]([O:47][CH:48]([O:50][CH2:51][CH3:52])[CH3:49])[CH2:10][C:11]([O:13][CH:14](/[C:19](/[CH3:46])=[CH:20]/[CH:21]=[CH:22]/[C:23]([O:40][CH:41]([O:43][CH2:44][CH3:45])[CH3:42])([CH3:39])[CH2:24][CH:25]2[O:38][CH:26]2[CH:27]([CH3:37])[CH:28]([O:31][CH:32]([O:34][CH2:35][CH3:36])[CH3:33])[CH2:29][CH3:30])[CH:15]([CH3:18])[CH:16]=[CH:17]1)=[O:12])(=O)C.C(=O)([O-])[O-].[K+].[K+]. The catalyst is CO.C(OCC)(=O)C. The product is [CH2:51]([O:50][CH:48]([O:47][CH:9]1[CH2:8][CH2:7][C:6]([O:54][CH:55]([O:57][CH2:58][CH3:59])[CH3:56])([CH3:53])[CH:5]([OH:4])[CH:17]=[CH:16][CH:15]([CH3:18])[CH:14](/[C:19](/[CH3:46])=[CH:20]/[CH:21]=[CH:22]/[C:23]([O:40][CH:41]([O:43][CH2:44][CH3:45])[CH3:42])([CH3:39])[CH2:24][CH:25]2[O:38][CH:26]2[CH:27]([CH3:37])[CH:28]([O:31][CH:32]([O:34][CH2:35][CH3:36])[CH3:33])[CH2:29][CH3:30])[O:13][C:11](=[O:12])[CH2:10]1)[CH3:49])[CH3:52]. The yield is 0.930. (7) The reactants are O[Li].O.C[O:5][C:6]([C:8]1[CH:9]=[C:10]([C:21]2[CH:26]=[CH:25][C:24]([CH3:27])=[CH:23][CH:22]=2)[CH:11]=[C:12]([C:14]2[N:18]([CH2:19][CH3:20])[N:17]=[N:16][N:15]=2)[CH:13]=1)=[O:7]. The catalyst is O.C1COCC1. The product is [CH2:19]([N:18]1[C:14]([C:12]2[CH:13]=[C:8]([C:6]([OH:7])=[O:5])[CH:9]=[C:10]([C:21]3[CH:26]=[CH:25][C:24]([CH3:27])=[CH:23][CH:22]=3)[CH:11]=2)=[N:15][N:16]=[N:17]1)[CH3:20]. The yield is 0.840.